From a dataset of CYP2C9 inhibition data for predicting drug metabolism from PubChem BioAssay. Regression/Classification. Given a drug SMILES string, predict its absorption, distribution, metabolism, or excretion properties. Task type varies by dataset: regression for continuous measurements (e.g., permeability, clearance, half-life) or binary classification for categorical outcomes (e.g., BBB penetration, CYP inhibition). Dataset: cyp2c9_veith. (1) The drug is CC(C)[C@@H]1C(=O)N(S(C)(=O)=O)[C@H]2CCN(C(=O)/C=C\CN3CCCCC3)[C@@H]12. The result is 0 (non-inhibitor). (2) The compound is Cc1cc(C)c(NC(=O)C(C)Sc2nnc(-c3ccco3)n2-c2ccccc2)c(C)c1. The result is 1 (inhibitor).